From a dataset of Reaction yield outcomes from USPTO patents with 853,638 reactions. Predict the reaction yield, written as a fraction of the theoretical maximum amount of product (1.0 means a 100% yield; for example, 0.34 means a 34% yield). (1) The catalyst is C(Cl)Cl. The reactants are C(O)(C(F)(F)F)=O.[Br:8][C:9]1[CH:18]=[N:17][C:16]2[N:15]=[C:14]([N:19]3[CH2:22][CH:21]([N:23](C)[C:24](=O)OC(C)(C)C)[CH2:20]3)[N:13]3[N:32]=[CH:33][CH:34]=[C:12]3[C:11]=2[CH:10]=1. The product is [Br:8][C:9]1[CH:18]=[N:17][C:16]2[N:15]=[C:14]([N:19]3[CH2:22][CH:21]([NH:23][CH3:24])[CH2:20]3)[N:13]3[N:32]=[CH:33][CH:34]=[C:12]3[C:11]=2[CH:10]=1. The yield is 0.640. (2) The reactants are [CH:1]1([C:4]2[CH:8]=[C:7]([NH2:9])[NH:6][N:5]=2)[CH2:3][CH2:2]1.[Br:10][C:11]1[N:16]=[C:15](Br)[C:14]([C:18]#[C:19][Si:20]([CH3:23])([CH3:22])[CH3:21])=[CH:13][N:12]=1. The catalyst is CCO. The product is [Br:10][C:11]1[N:16]=[C:15]([NH:9][C:7]2[CH:8]=[C:4]([CH:1]3[CH2:3][CH2:2]3)[NH:5][N:6]=2)[C:14]([C:18]#[C:19][Si:20]([CH3:21])([CH3:23])[CH3:22])=[CH:13][N:12]=1. The yield is 0.400. (3) The reactants are C(OC(=O)[NH:7][CH2:8][CH2:9][NH:10][C:11](=[O:38])[C:12]1[CH:17]=[CH:16][C:15]([C:18](=[O:37])[NH:19][C:20]2[CH:24]=[C:23]([C:25](=[O:32])[NH:26][CH2:27][CH2:28][C:29](=[NH:31])[NH2:30])[N:22]([CH2:33][CH:34]3C[CH2:35]3)[CH:21]=2)=[CH:14][CH:13]=1)(C)(C)C.[CH3:40]COCC. The catalyst is C1(OC)C=CC=CC=1.FC(F)(F)C(O)=O. The product is [NH2:7][CH2:8][CH2:9][NH:10][C:11](=[O:38])[C:12]1[CH:13]=[CH:14][C:15]([C:18]([NH:19][C:20]2[CH:24]=[C:23]([C:25](=[O:32])[NH:26][CH2:27][CH2:28][C:29](=[NH:31])[NH2:30])[N:22]([CH:33]3[CH2:35][CH2:34]3)[C:21]=2[CH3:40])=[O:37])=[CH:16][CH:17]=1. The yield is 0.960. (4) The reactants are C(=O)([O-])[O-].[K+].[K+].[C:15](O[C:15]([O:17][C:18]([CH3:21])([CH3:20])[CH3:19])=[O:16])([O:17][C:18]([CH3:21])([CH3:20])[CH3:19])=[O:16].[Cl:22][C:23]1[CH:37]=[CH:36][C:26]([C:27]([N:29]2[CH2:34][CH2:33][CH2:32][C@@H:31]([NH2:35])[CH2:30]2)=[O:28])=[CH:25][CH:24]=1. No catalyst specified. The product is [Cl:22][C:23]1[CH:37]=[CH:36][C:26]([C:27]([N:29]2[CH2:34][CH2:33][CH2:32][C@@H:31]([NH:35][C:15]([O:17][C:18]([CH3:19])([CH3:20])[CH3:21])=[O:16])[CH2:30]2)=[O:28])=[CH:25][CH:24]=1. The yield is 0.870. (5) The reactants are C(=O)([O-])[O-].[Cs+].[Cs+].[F:7][C:8]1[CH:13]=[CH:12][C:11]([OH:14])=[CH:10][N:9]=1.CN(C)C=O.Br[CH2:21][CH2:22][O:23][CH:24]1[CH2:29][CH2:28][CH2:27][CH2:26][O:25]1. The catalyst is CCOC(C)=O. The product is [F:7][C:8]1[CH:13]=[CH:12][C:11]([O:14][CH2:21][CH2:22][O:23][CH:24]2[CH2:29][CH2:28][CH2:27][CH2:26][O:25]2)=[CH:10][N:9]=1. The yield is 0.910. (6) The reactants are [CH2:1]([OH:5])[CH2:2][C:3]#[CH:4].[CH:6]([O:8][CH2:9][CH3:10])=[CH2:7].C1(C)C=CC(S([O-])(=O)=O)=CC=1.[NH+]1C=CC=CC=1. The catalyst is C(Cl)Cl.C1(C)C=CC(S([O-])(=O)=O)=CC=1.[NH+]1C=CC=CC=1. The product is [CH2:6]([O:8][CH:9]([O:5][CH2:1][CH2:2][C:3]#[CH:4])[CH3:10])[CH3:7]. The yield is 0.855. (7) The reactants are [NH2:1][C:2](=O)[CH:3]([NH:10][C:11]([CH:13]1[N:17]([S:18]([C:21]2[CH:26]=[CH:25][C:24]([C:27]3[CH:32]=[CH:31][CH:30]=[CH:29][CH:28]=3)=[CH:23][CH:22]=2)(=[O:20])=[O:19])[CH2:16][CH2:15][S:14]1)=[O:12])[C:4]1[CH:9]=[CH:8][CH:7]=[CH:6][CH:5]=1.N1C(Cl)=NC(Cl)=NC=1Cl.O. The catalyst is CN(C=O)C. The product is [C:24]1([C:27]2[CH:28]=[CH:29][CH:30]=[CH:31][CH:32]=2)[CH:25]=[CH:26][C:21]([S:18]([N:17]2[CH2:16][CH2:15][S:14][CH:13]2[C:11]([NH:10][CH:3]([C:2]#[N:1])[C:4]2[CH:9]=[CH:8][CH:7]=[CH:6][CH:5]=2)=[O:12])(=[O:19])=[O:20])=[CH:22][CH:23]=1. The yield is 0.690.